This data is from Reaction yield outcomes from USPTO patents with 853,638 reactions. The task is: Predict the reaction yield, written as a fraction of the theoretical maximum amount of product (1.0 means a 100% yield; for example, 0.34 means a 34% yield). (1) The reactants are Cl.[Cl:2][C:3]1[CH:8]=[C:7]([C:9]2[CH:14]=[CH:13][CH:12]=[C:11]([Cl:15])[CH:10]=2)[N:6]=[C:5]2[CH2:16][CH2:17][CH2:18][C:4]=12.[NH2:19][C:20]1[N:25]=[CH:24][C:23]([CH2:26][CH2:27][OH:28])=[CH:22][CH:21]=1. No catalyst specified. The product is [ClH:2].[Cl:15][C:11]1[CH:10]=[C:9]([C:7]2[N:6]=[C:5]3[CH2:16][CH2:17][CH2:18][C:4]3=[C:3]([NH:19][C:20]3[N:25]=[CH:24][C:23]([CH2:26][CH2:27][OH:28])=[CH:22][CH:21]=3)[CH:8]=2)[CH:14]=[CH:13][CH:12]=1. The yield is 0.650. (2) The reactants are [F:1][C:2]1[CH:3]=[C:4]([C@@H:9]2[CH2:13][N:12]([CH2:14][CH2:15][O:16][CH3:17])[CH2:11][C@H:10]2[NH:18][C:19]([NH:21][C:22]2[N:26]([C:27]3[CH:32]=[CH:31][CH:30]=[CH:29][CH:28]=3)[N:25]=[C:24]([C:33]3[CH:34]=[N:35][CH:36]=[CH:37][CH:38]=3)[CH:23]=2)=[O:20])[CH:5]=[CH:6][C:7]=1[F:8].[Cl:39]N1C(=O)CCC1=O.CC1C=CC(S([O-])(=O)=O)=CC=1.[NH+]1C=CC=CC=1. The catalyst is C(Cl)Cl. The product is [Cl:39][C:23]1[C:24]([C:33]2[CH:34]=[N:35][CH:36]=[CH:37][CH:38]=2)=[N:25][N:26]([C:27]2[CH:32]=[CH:31][CH:30]=[CH:29][CH:28]=2)[C:22]=1[NH:21][C:19]([NH:18][C@H:10]1[C@H:9]([C:4]2[CH:5]=[CH:6][C:7]([F:8])=[C:2]([F:1])[CH:3]=2)[CH2:13][N:12]([CH2:14][CH2:15][O:16][CH3:17])[CH2:11]1)=[O:20]. The yield is 0.380.